Predict which catalyst facilitates the given reaction. From a dataset of Catalyst prediction with 721,799 reactions and 888 catalyst types from USPTO. Reactant: [C:1]1([CH:7]([C:27]2[CH:32]=[CH:31][CH:30]=[CH:29][CH:28]=2)[CH2:8][NH:9][C:10]2[N:18]=[C:17]([C:19]#[N:20])[N:16]=[C:15]3[C:11]=2[N:12]=[CH:13][N:14]3C2CCCCO2)[CH:6]=[CH:5][CH:4]=[CH:3][CH:2]=1.Cl. Product: [C:27]1([CH:7]([C:1]2[CH:6]=[CH:5][CH:4]=[CH:3][CH:2]=2)[CH2:8][NH:9][C:10]2[N:18]=[C:17]([C:19]#[N:20])[N:16]=[C:15]3[C:11]=2[N:12]=[CH:13][NH:14]3)[CH:28]=[CH:29][CH:30]=[CH:31][CH:32]=1. The catalyst class is: 8.